This data is from Experimentally validated miRNA-target interactions with 360,000+ pairs, plus equal number of negative samples. The task is: Binary Classification. Given a miRNA mature sequence and a target amino acid sequence, predict their likelihood of interaction. (1) The miRNA is hsa-miR-181b-3p with sequence CUCACUGAACAAUGAAUGCAA. The protein sequence of the target gene is MHRRGVGAGAIAKKKLAEAKYKERGTVLAEDQLAQMSKQLDMFKTNLEEFASKHKQEIRKNPEFRVQFQDMCATIGVDPLASGKGFWSEMLGVGDFYYELGVQIIEVCLALKHRNGGLITLEELHQQVLKGRGKFAQDVSQDDLIRAIKKLKALGTGFGIIPVGGTYLIQSVPAELNMDHTVVLQLAEKNGYVTVSEIKASLKWETERARQVLEHLLKEGLAWLDLQAPGEAHYWLPALFTDLYSQEITAEEAREALP. Result: 0 (no interaction). (2) The miRNA is hsa-miR-6895-3p with sequence UGUCUCUCGCCCUUGGCCUUAG. The protein sequence of the target gene is MPGPLRLLCFFALGLLGSAGPSGAAPPLCAAPCSCDGDRRVDCSGKGLTAVPEGLSAFTQALDISMNNITQLPEDAFKNFPFLEELQLAGNDLSFIHPKALSGLKELKVLTLQNNQLKTVPSEAIRGLSALQSLRLDANHITSVPEDSFEGLVQLRHLWLDDNILTEVPVRPLSNLPTLQALTLALNNISSIPDFAFTNLSSLVVLHLHNNKIKSLSQHCFDGLDNLETLDLNYNNLDEFPQAIKALPSLKELGFHSNSISVIPDGAFAGNPLLRTIHLYDNPLSFVGNSAFHNLSDLHS.... Result: 0 (no interaction). (3) The miRNA is hsa-miR-1233-3p with sequence UGAGCCCUGUCCUCCCGCAG. The protein sequence of the target gene is MPASWTSPQKSSALAPEDHGSSYEGSVSFRDVAIDFSREEWRHLDLSQRNLYRDVMLETYSHLLSVGYQVPKPEVVMLEQGKEPWALQGERPRHSCPGEKLWDHNQHRKIIGYKPASSQDQKIYSGEKSYECAEFGKSFTWKSQFKVHLKVPTGEKLYVCIECGRAFVQKPEFITHQKTHMREKPYKCNECGKSFFQVSSLFRHHRIHTGEKLYECSECGKGFPYNSDLSIHEKIHTGERHHECTDCGKAFTQKSTLKIHQKIHTGERSYICIECGQAFIQKTQLIAHRRIHSGEKPYEC.... Result: 1 (interaction).